This data is from Forward reaction prediction with 1.9M reactions from USPTO patents (1976-2016). The task is: Predict the product of the given reaction. The product is: [Cl:25][C:26]1[CH:36]=[CH:35][C:29]([O:30][CH2:31][C:32]([N:10]2[CH2:9][C@H:8]([CH2:14][OH:15])[N:7]([CH2:6][C:5]3[CH:16]=[CH:17][C:2]([F:1])=[CH:3][CH:4]=3)[CH2:12][C@H:11]2[CH3:13])=[O:33])=[CH:28][CH:27]=1. Given the reactants [F:1][C:2]1[CH:17]=[CH:16][C:5]([CH2:6][N:7]2[CH2:12][C@H:11]([CH3:13])[NH:10][CH2:9][C@@H:8]2[CH2:14][OH:15])=[CH:4][CH:3]=1.C(N(CC)CC)C.[Cl:25][C:26]1[CH:36]=[CH:35][C:29]([O:30][CH2:31][C:32](Cl)=[O:33])=[CH:28][CH:27]=1, predict the reaction product.